This data is from Forward reaction prediction with 1.9M reactions from USPTO patents (1976-2016). The task is: Predict the product of the given reaction. (1) The product is: [Cl:16][C:11]1[CH:12]=[CH:13][CH:14]=[CH:15][C:10]=1[N:6]1[C:5]2[C:17]([C:19]([F:21])([F:22])[F:20])=[CH:18][C:2]([C:23]#[N:24])=[CH:3][C:4]=2[NH:8][C:7]1=[O:9]. Given the reactants N[C:2]1[CH:18]=[C:17]([C:19]([F:22])([F:21])[F:20])[C:5]2[N:6]([C:10]3[CH:15]=[CH:14][CH:13]=[CH:12][C:11]=3[Cl:16])[C:7](=[O:9])[NH:8][C:4]=2[CH:3]=1.[C:23]([Cu])#[N:24].N(OC(C)(C)C)=O.O, predict the reaction product. (2) Given the reactants [C:1]1([CH2:7][C:8]([OH:10])=[O:9])[CH:6]=[CH:5][CH:4]=[CH:3][CH:2]=1.C(=O)([O-])[O-].[Cs+].[Cs+].Br[CH2:18][C:19]([C:21]1[CH:22]=[N:23][C:24]([C:27]2[CH:32]=[CH:31][CH:30]=[CH:29][CH:28]=2)=[N:25][CH:26]=1)=[O:20].O, predict the reaction product. The product is: [C:1]1([CH2:7][C:8]([O:10][CH2:18][C:19](=[O:20])[C:21]2[CH:26]=[N:25][C:24]([C:27]3[CH:28]=[CH:29][CH:30]=[CH:31][CH:32]=3)=[N:23][CH:22]=2)=[O:9])[CH:6]=[CH:5][CH:4]=[CH:3][CH:2]=1. (3) Given the reactants [N:1]1([C:7]([C:9]2[CH:18]=[CH:17][C:16]3[C:11](=[C:12]([C:19](=[O:21])[CH3:20])[CH:13]=[CH:14][CH:15]=3)[N:10]=2)=[O:8])[CH2:6][CH2:5][O:4][CH2:3][CH2:2]1.[Si](OS(C(F)(F)F)(=O)=O)(C(C)(C)C)(C)C.O.C1C(=O)N([Br:45])C(=O)C1, predict the reaction product. The product is: [Br:45][CH2:20][C:19]([C:12]1[CH:13]=[CH:14][CH:15]=[C:16]2[C:11]=1[N:10]=[C:9]([C:7]([N:1]1[CH2:6][CH2:5][O:4][CH2:3][CH2:2]1)=[O:8])[CH:18]=[CH:17]2)=[O:21]. (4) The product is: [Br:10][C:8]1[CH:7]=[CH:6][C:5]([O:11][CH2:20][CH2:19][Br:18])=[C:4]([C:2](=[O:3])[CH3:1])[CH:9]=1. Given the reactants [CH3:1][C:2]([C:4]1[CH:9]=[C:8]([Br:10])[CH:7]=[CH:6][C:5]=1[OH:11])=[O:3].C([O-])([O-])=O.[K+].[K+].[Br:18][CH2:19][CH2:20]Br, predict the reaction product. (5) Given the reactants [Br:1][C:2]1[CH:7]=[C:6]([C:8]([F:11])([F:10])[F:9])[CH:5]=[C:4]([C:12]#[C:13][Si](C)(C)C)[C:3]=1[NH2:18].[F-].C([N+](CCCC)(CCCC)CCCC)CCC.O, predict the reaction product. The product is: [Br:1][C:2]1[CH:7]=[C:6]([C:8]([F:11])([F:10])[F:9])[CH:5]=[C:4]([C:12]#[CH:13])[C:3]=1[NH2:18]. (6) Given the reactants [F:1][C:2]1[CH:7]=[CH:6][CH:5]=[CH:4][C:3]=1[C@:8]1([CH3:20])[CH2:13][O:12][C@@:11]([CH3:18])([C:14]([F:17])([F:16])[F:15])[C:10]([NH2:19])=[N:9]1.[N+:21]([O-])([O-:23])=[O:22].[K+].C([O-])([O-])=O.[K+].[K+], predict the reaction product. The product is: [F:1][C:2]1[CH:7]=[CH:6][C:5]([N+:21]([O-:23])=[O:22])=[CH:4][C:3]=1[C@:8]1([CH3:20])[CH2:13][O:12][C@@:11]([CH3:18])([C:14]([F:15])([F:16])[F:17])[C:10]([NH2:19])=[N:9]1.